The task is: Predict the reactants needed to synthesize the given product.. This data is from Full USPTO retrosynthesis dataset with 1.9M reactions from patents (1976-2016). (1) Given the product [Cl:1][C:2]1[CH:3]=[CH:4][C:5]([CH:8]([C:19]2([OH:18])[CH2:20][CH2:21][N:22]([C:25]([O:27][C:28]([CH3:30])([CH3:29])[CH3:31])=[O:26])[CH2:23][CH2:24]2)[C:9]([O:11][CH3:12])=[O:10])=[CH:6][CH:7]=1, predict the reactants needed to synthesize it. The reactants are: [Cl:1][C:2]1[CH:7]=[CH:6][C:5]([CH2:8][C:9]([O:11][CH3:12])=[O:10])=[CH:4][CH:3]=1.C([Li])CCC.[O:18]=[C:19]1[CH2:24][CH2:23][N:22]([C:25]([O:27][C:28]([CH3:31])([CH3:30])[CH3:29])=[O:26])[CH2:21][CH2:20]1. (2) Given the product [C:1]([C:5]1[CH:9]=[C:8]([NH:10][C:11]([NH:13][C:14]2[C:23]3[C:18](=[CH:19][CH:20]=[CH:21][CH:22]=3)[C:17]([O:24][C:25]3[CH:30]=[CH:29][N:28]=[C:27]([NH:44][C:43]4[CH:45]=[C:46]([S:48]([CH2:51][CH2:52][CH2:53][N:54]5[CH2:59][CH2:58][O:57][CH2:56][CH2:55]5)(=[O:49])=[O:50])[CH:47]=[C:41]([O:40][CH3:39])[CH:42]=4)[N:26]=3)=[CH:16][CH:15]=2)=[O:12])[N:7]([C:32]2[CH:37]=[CH:36][C:35]([CH3:38])=[CH:34][CH:33]=2)[N:6]=1)([CH3:4])([CH3:3])[CH3:2], predict the reactants needed to synthesize it. The reactants are: [C:1]([C:5]1[CH:9]=[C:8]([NH:10][C:11]([NH:13][C:14]2[C:23]3[C:18](=[CH:19][CH:20]=[CH:21][CH:22]=3)[C:17]([O:24][C:25]3[CH:30]=[CH:29][N:28]=[C:27](Cl)[N:26]=3)=[CH:16][CH:15]=2)=[O:12])[N:7]([C:32]2[CH:37]=[CH:36][C:35]([CH3:38])=[CH:34][CH:33]=2)[N:6]=1)([CH3:4])([CH3:3])[CH3:2].[CH3:39][O:40][C:41]1[CH:42]=[C:43]([CH:45]=[C:46]([S:48]([CH2:51][CH2:52][CH2:53][N:54]2[CH2:59][CH2:58][O:57][CH2:56][CH2:55]2)(=[O:50])=[O:49])[CH:47]=1)[NH2:44].C([O-])(O)=O.[Na+].